From a dataset of Full USPTO retrosynthesis dataset with 1.9M reactions from patents (1976-2016). Predict the reactants needed to synthesize the given product. (1) Given the product [CH3:21][C@H:4]1[C@H:3]([CH3:22])[C@@H:2]([NH:1][C:24]2[CH:29]=[N:28][C:27]([CH3:30])=[CH:26][N:25]=2)[C:11]2[C:6](=[CH:7][CH:8]=[C:9]([N:12]3[CH2:13][CH2:14][O:15][CH2:16][CH2:17]3)[CH:10]=2)[N:5]1[C:18](=[O:20])[CH3:19], predict the reactants needed to synthesize it. The reactants are: [NH2:1][C@H:2]1[C:11]2[C:6](=[CH:7][CH:8]=[C:9]([N:12]3[CH2:17][CH2:16][O:15][CH2:14][CH2:13]3)[CH:10]=2)[N:5]([C:18](=[O:20])[CH3:19])[C@@H:4]([CH3:21])[C@@H:3]1[CH3:22].Cl[C:24]1[CH:29]=[N:28][C:27]([CH3:30])=[CH:26][N:25]=1.CC(C)([O-])C.[Na+].CN(C1C(C2C(P(C3CCCCC3)C3CCCCC3)=CC=CC=2)=CC=CC=1)C. (2) Given the product [Cl:7][C:8]1[CH:13]=[C:12]([Cl:14])[CH:11]=[CH:10][C:9]=1[O:15][C:17]1[S:21][C:20]([C:22](=[O:24])[CH3:23])=[CH:19][C:18]=1[N+:25]([O-:27])=[O:26], predict the reactants needed to synthesize it. The reactants are: CC(C)([O-])C.[K+].[Cl:7][C:8]1[CH:13]=[C:12]([Cl:14])[CH:11]=[CH:10][C:9]=1[OH:15].Cl[C:17]1[S:21][C:20]([C:22](=[O:24])[CH3:23])=[CH:19][C:18]=1[N+:25]([O-:27])=[O:26].O.